This data is from Full USPTO retrosynthesis dataset with 1.9M reactions from patents (1976-2016). The task is: Predict the reactants needed to synthesize the given product. (1) Given the product [C:1]([O:5][C:6]([N:8]1[CH2:12][CH2:11][C@@H:10]([CH:13]2[CH2:18][CH2:17][CH2:16][CH2:15][CH2:14]2)[C@H:9]1[C:19]([OH:21])=[O:20])=[O:7])([CH3:4])([CH3:2])[CH3:3], predict the reactants needed to synthesize it. The reactants are: [C:1]([O:5][C:6]([N:8]1[CH2:12][CH2:11][C@@H:10]([C:13]2[CH:18]=[CH:17][CH:16]=[CH:15][CH:14]=2)[C@H:9]1[C:19]([OH:21])=[O:20])=[O:7])([CH3:4])([CH3:3])[CH3:2]. (2) The reactants are: [CH3:1][O:2][C:3]([C:5]1([NH:14][C:15](=[O:25])[C:16]2[CH:21]=[CH:20][C:19]([O:22][CH3:23])=[C:18]([OH:24])[CH:17]=2)[CH2:13][C:12]2[C:7](=[CH:8][CH:9]=[CH:10][CH:11]=2)[CH2:6]1)=[O:4].C1(P(C2C=CC=CC=2)C2C=CC=CC=2)C=CC=CC=1.[CH3:45][S:46][C:47]1[CH:48]=[C:49]([CH2:53][CH2:54]O)[CH:50]=[CH:51][CH:52]=1.CC(OC(/N=N/C(OC(C)C)=O)=O)C. Given the product [CH3:1][O:2][C:3]([C:5]1([NH:14][C:15](=[O:25])[C:16]2[CH:21]=[CH:20][C:19]([O:22][CH3:23])=[C:18]([O:24][CH2:54][CH2:53][C:49]3[CH:50]=[CH:51][CH:52]=[C:47]([S:46][CH3:45])[CH:48]=3)[CH:17]=2)[CH2:6][C:7]2[C:12](=[CH:11][CH:10]=[CH:9][CH:8]=2)[CH2:13]1)=[O:4], predict the reactants needed to synthesize it. (3) Given the product [CH3:29][S:30]([O:1][CH:2]1[CH2:6][O:5][C:4](=[O:7])/[C:3]/1=[CH:8]/[CH2:9][CH:10]1[C:23](=[CH2:24])[CH2:22][CH2:21][CH:20]2[C:11]1([CH3:28])[CH2:12][CH2:13][CH:14]1[C:19]2([CH3:25])[CH2:18][O:17][C:16]([CH3:27])([CH3:26])[O:15]1)(=[O:32])=[O:31], predict the reactants needed to synthesize it. The reactants are: [OH:1][CH:2]1[CH2:6][O:5][C:4](=[O:7])/[C:3]/1=[CH:8]/[CH2:9][CH:10]1[C:23](=[CH2:24])[CH2:22][CH2:21][CH:20]2[C:11]1([CH3:28])[CH2:12][CH2:13][CH:14]1[C:19]2([CH3:25])[CH2:18][O:17][C:16]([CH3:27])([CH3:26])[O:15]1.[CH3:29][S:30](Cl)(=[O:32])=[O:31].C(N(CC)CC)C.